From a dataset of Full USPTO retrosynthesis dataset with 1.9M reactions from patents (1976-2016). Predict the reactants needed to synthesize the given product. Given the product [NH2:8][C:6]1[CH:5]=[CH:4][C:3]([N:11]2[CH2:16][CH2:15][N:14]([C:17](=[O:21])[CH:18]([CH3:19])[CH3:20])[CH2:13][CH2:12]2)=[C:2]([Cl:1])[CH:7]=1, predict the reactants needed to synthesize it. The reactants are: [Cl:1][C:2]1[CH:7]=[C:6]([N+:8]([O-])=O)[CH:5]=[CH:4][C:3]=1[N:11]1[CH2:16][CH2:15][N:14]([C:17](=[O:21])[CH:18]([CH3:20])[CH3:19])[CH2:13][CH2:12]1.